From a dataset of Forward reaction prediction with 1.9M reactions from USPTO patents (1976-2016). Predict the product of the given reaction. (1) The product is: [CH3:39][O:38][C:35]1[CH:34]=[CH:33][C:32]([CH2:31][N:25]([C:26]2[S:27][CH:28]=[CH:29][N:30]=2)[S:22]([C:19]2[CH:20]=[CH:21][C:13]3[N:12]([C:3]4[CH:4]=[CH:5][C:6]([C:8]([F:11])([F:9])[F:10])=[CH:7][C:2]=4[C:49]4[CH2:54][CH2:53][N:52]([C:55]([O:57][C:58]([CH3:61])([CH3:60])[CH3:59])=[O:56])[CH2:51][CH:50]=4)[CH2:17][CH2:16][O:15][C:14]=3[CH:18]=2)(=[O:23])=[O:24])=[CH:37][CH:36]=1. Given the reactants Cl[C:2]1[CH:7]=[C:6]([C:8]([F:11])([F:10])[F:9])[CH:5]=[CH:4][C:3]=1[N:12]1[CH2:17][CH2:16][O:15][C:14]2[CH:18]=[C:19]([S:22]([N:25]([CH2:31][C:32]3[CH:37]=[CH:36][C:35]([O:38][CH3:39])=[CH:34][CH:33]=3)[C:26]3[S:27][CH:28]=[CH:29][N:30]=3)(=[O:24])=[O:23])[CH:20]=[CH:21][C:13]1=2.B1([C:49]2[CH2:54][CH2:53][N:52]([C:55]([O:57][C:58]([CH3:61])([CH3:60])[CH3:59])=[O:56])[CH2:51][CH:50]=2)OC(C)(C)C(C)(C)O1.P([O-])([O-])([O-])=O.[K+].[K+].[K+], predict the reaction product. (2) Given the reactants [CH3:1][C:2]([C:8]1[CH:13]=[CH:12][C:11]([N+:14]([O-:16])=[O:15])=[CH:10][CH:9]=1)([CH3:7])[C:3](OC)=[O:4].[H-].C([Al+]CC(C)C)C(C)C.Cl, predict the reaction product. The product is: [CH3:7][C:2]([C:8]1[CH:13]=[CH:12][C:11]([N+:14]([O-:16])=[O:15])=[CH:10][CH:9]=1)([CH3:1])[CH2:3][OH:4]. (3) Given the reactants [CH:1]([C:3]1[CH:25]=[CH:24][C:6]([C:7]([NH:9][C:10]2[CH:15]=[CH:14][CH:13]=[CH:12][C:11]=2[NH:16][C:17](=[O:23])[O:18][C:19]([CH3:22])([CH3:21])[CH3:20])=[O:8])=[CH:5][CH:4]=1)=O.[O:26]1[CH2:31][CH2:30][N:29]([C:32]2[CH:37]=[CH:36][C:35]([C:38](=[O:40])[CH3:39])=[CH:34][CH:33]=2)[CH2:28][CH2:27]1.C(C1C=CC=CC=1)(=O)C.[OH-].[Na+], predict the reaction product. The product is: [N:29]1([C:32]2[CH:33]=[CH:34][C:35]([C:38](=[O:40])[CH:39]=[CH:1][C:3]3[CH:4]=[CH:5][C:6]([C:7]([NH:9][C:10]4[CH:15]=[CH:14][CH:13]=[CH:12][C:11]=4[NH:16][C:17](=[O:23])[O:18][C:19]([CH3:22])([CH3:20])[CH3:21])=[O:8])=[CH:24][CH:25]=3)=[CH:36][CH:37]=2)[CH2:28][CH2:27][O:26][CH2:31][CH2:30]1. (4) Given the reactants [CH:1]1[CH:2]=[CH:3][N:4]2[CH2:10][C:9]3[CH:11]=[CH:12][CH:13]=[CH:14][C:8]=3[N:7]([C:15]([C:17]3[CH:22]=[CH:21][C:20]([C:23]4[CH2:28][CH2:27][CH2:26][CH2:25][CH:24]=4)=[C:19]([CH3:29])[CH:18]=3)=[O:16])[CH2:6][C:5]=12.FC(F)(F)S(O[C:36]1C2CC(C[CH:42]=1)CC2)(=O)=O, predict the reaction product. The product is: [CH:1]1[CH:2]=[CH:3][N:4]2[CH2:10][C:9]3[CH:11]=[CH:12][CH:13]=[CH:14][C:8]=3[N:7]([C:15]([C:17]3[CH:22]=[CH:21][C:20]([C:23]4[CH:28]5[CH2:27][CH:26]([CH2:25][CH:24]=4)[CH2:42][CH2:36]5)=[C:19]([CH3:29])[CH:18]=3)=[O:16])[CH2:6][C:5]=12. (5) Given the reactants CCN(C(C)C)C(C)C.[CH2:10]([C@H:13]([CH2:17][CH2:18][CH2:19][CH3:20])[C:14]([OH:16])=O)[CH:11]=[CH2:12].Cl.[NH2:22][CH2:23][C:24]([O:26][CH3:27])=[O:25].C(Cl)CCl.C1C=CC2N(O)N=NC=2C=1.Cl, predict the reaction product. The product is: [CH2:10]([C@H:13]([CH2:17][CH2:18][CH2:19][CH3:20])[C:14]([NH:22][CH2:23][C:24]([O:26][CH3:27])=[O:25])=[O:16])[CH:11]=[CH2:12]. (6) Given the reactants [H-].[Na+].[OH:3][C:4]1[C:13]2[C:8](=[CH:9][CH:10]=[CH:11][CH:12]=2)[C:7]([CH:14]=[O:15])=[CH:6][CH:5]=1.Br[CH2:17][C:18]#[C:19][CH3:20].Cl, predict the reaction product. The product is: [CH2:17]([O:3][C:4]1[C:13]2[C:8](=[CH:9][CH:10]=[CH:11][CH:12]=2)[C:7]([CH:14]=[O:15])=[CH:6][CH:5]=1)[C:18]#[C:19][CH3:20].